From a dataset of Forward reaction prediction with 1.9M reactions from USPTO patents (1976-2016). Predict the product of the given reaction. (1) Given the reactants [Br:1][C:2]1[S:6][C:5]([C:7]([OH:9])=[O:8])=[CH:4][CH:3]=1.[CH3:10]O, predict the reaction product. The product is: [Br:1][C:2]1[S:6][C:5]([C:7]([O:9][CH3:10])=[O:8])=[CH:4][CH:3]=1. (2) Given the reactants O1CCOCC1.O.C(=O)([O-])[O-].[Cs+].[Cs+].C1(P(C2CCCCC2)C2C=CC=CC=2[C:27]2[C:32](OC)=[CH:31][CH:30]=[CH:29][C:28]=2[O:35][CH3:36])CCCCC1.Cl[CH2:44][Cl:45], predict the reaction product. The product is: [Cl:45][C:44]1[CH:27]=[CH:32][CH:31]=[C:30]2[C:29]=1[CH2:28][O:35][CH2:36]2. (3) Given the reactants C[O:2][C:3](=[O:43])[C@@H:4]([NH:20][C:21](=[O:42])[C:22]1[CH:27]=[CH:26][C:25]([I:28])=[CH:24][C:23]=1[NH:29][S:30]([C:33]1[C:38]2=[N:39][S:40][N:41]=[C:37]2[CH:36]=[CH:35][CH:34]=1)(=[O:32])=[O:31])[CH:5]([C:13]1[CH:18]=[CH:17][C:16]([Cl:19])=[CH:15][CH:14]=1)[C:6]1[CH:11]=[CH:10][C:9]([Cl:12])=[CH:8][CH:7]=1.N1SN=C2C(S(NC3C=C(I)C=CC=3C(O)=O)(=O)=O)=CC=CC=12.COC(=O)[C@@H](N)C(C1C=CC(Cl)=CC=1)C1C=CC(Cl)=CC=1, predict the reaction product. The product is: [N:41]1[S:40][N:39]=[C:38]2[C:33]([S:30]([NH:29][C:23]3[CH:24]=[C:25]([I:28])[CH:26]=[CH:27][C:22]=3[C:21]([NH:20][C@@H:4]([CH:5]([C:6]3[CH:11]=[CH:10][C:9]([Cl:12])=[CH:8][CH:7]=3)[C:13]3[CH:14]=[CH:15][C:16]([Cl:19])=[CH:17][CH:18]=3)[C:3]([OH:43])=[O:2])=[O:42])(=[O:31])=[O:32])=[CH:34][CH:35]=[CH:36][C:37]=12. (4) Given the reactants [F:1][C:2]([F:29])([F:28])[C:3]1[CH:8]=[CH:7][CH:6]=[CH:5][C:4]=1[C@H:9]([O:11][C:12](=[O:27])[NH:13][C:14]1[C:15]([CH3:26])=[N:16][O:17][C:18]=1[C:19]1[CH:24]=[CH:23][C:22](Br)=[CH:21][CH:20]=1)[CH3:10].[CH2:30]([O:32][C:33]([C:35]1([C:38]2[CH:43]=[CH:42][C:41](B3OC(C)(C)C(C)(C)O3)=[CH:40][CH:39]=2)[CH2:37][CH2:36]1)=[O:34])[CH3:31], predict the reaction product. The product is: [CH2:30]([O:32][C:33]([C:35]1([C:38]2[CH:43]=[CH:42][C:41]([C:22]3[CH:23]=[CH:24][C:19]([C:18]4[O:17][N:16]=[C:15]([CH3:26])[C:14]=4[NH:13][C:12]([O:11][C@@H:9]([C:4]4[CH:5]=[CH:6][CH:7]=[CH:8][C:3]=4[C:2]([F:29])([F:28])[F:1])[CH3:10])=[O:27])=[CH:20][CH:21]=3)=[CH:40][CH:39]=2)[CH2:36][CH2:37]1)=[O:34])[CH3:31]. (5) Given the reactants [H-].[Na+].[NH2:3][C:4]1[C:5]([Br:11])=[C:6]([OH:10])[CH:7]=[CH:8][CH:9]=1.[CH3:12][O:13][CH2:14]Cl, predict the reaction product. The product is: [Br:11][C:5]1[C:6]([O:10][CH2:12][O:13][CH3:14])=[CH:7][CH:8]=[CH:9][C:4]=1[NH2:3]. (6) Given the reactants C[N:2]([CH3:12])/[CH:3]=[C:4](\[N+:10]#[C-:11])/[C:5]([O:7][CH2:8][CH3:9])=[O:6].[O:13]1[CH:16]=C(N)[CH2:14]1, predict the reaction product. The product is: [O:13]1[CH2:16][CH:12]([N:2]2[CH:3]=[C:4]([C:5]([O:7][CH2:8][CH3:9])=[O:6])[N:10]=[CH:11]2)[CH2:14]1. (7) Given the reactants [N:1]1[C:10]2[C:5](=[CH:6][C:7]([CH:11]=O)=[CH:8][CH:9]=2)[CH:4]=[CH:3][CH:2]=1.[NH2:13][C:14]1[CH:22]=[CH:21][CH:20]=[C:19]2[C:15]=1[CH2:16][O:17][C:18]2=[O:23].S([O-])([O-])(=O)=O.[Mg+2], predict the reaction product. The product is: [N:1]1[C:10]2[C:5](=[CH:6][C:7](/[CH:11]=[N:13]/[C:14]3[CH:22]=[CH:21][CH:20]=[C:19]4[C:15]=3[CH2:16][O:17][C:18]4=[O:23])=[CH:8][CH:9]=2)[CH:4]=[CH:3][CH:2]=1. (8) Given the reactants Br[C:2]1[CH:3]=[CH:4][C:5]([O:19][CH:20]([CH:24]([CH3:26])[CH3:25])[CH:21]([CH3:23])[CH3:22])=[C:6]([NH:8][C:9]([NH:11][C:12]2[CH:17]=[CH:16][CH:15]=[CH:14][C:13]=2[F:18])=[O:10])[CH:7]=1.[C:27]([C:30]1[CH:31]=[C:32](B(O)O)[CH:33]=[CH:34][C:35]=1[O:36][CH3:37])([OH:29])=[O:28].BrC1C=C(C(C2C=CC=CC=2)C=C)C(OCCC)=C(NC(NC2C=CC(C)=CC=2)=O)C=1, predict the reaction product. The product is: [CH3:22][CH:21]([CH:20]([O:19][C:5]1[CH:4]=[CH:3][C:2]([C:32]2[CH:33]=[CH:34][C:35]([O:36][CH3:37])=[C:30]([C:27]([OH:29])=[O:28])[CH:31]=2)=[CH:7][C:6]=1[NH:8][C:9]([NH:11][C:12]1[CH:17]=[CH:16][CH:15]=[CH:14][C:13]=1[F:18])=[O:10])[CH:24]([CH3:26])[CH3:25])[CH3:23].